Dataset: Catalyst prediction with 721,799 reactions and 888 catalyst types from USPTO. Task: Predict which catalyst facilitates the given reaction. (1) Reactant: F[C:2]1[CH:10]=[C:9]2[C:5]([C:6]([C:20]3[CH:28]=[C:27]4[C:23]([CH:24]=[N:25][NH:26]4)=[CH:22][CH:21]=3)=[CH:7][N:8]2S(C2C=CC=CC=2)(=O)=O)=[CH:4][CH:3]=1.[OH-].[Na+]. Product: [NH:8]1[C:9]2[C:5](=[CH:4][CH:3]=[CH:2][CH:10]=2)[C:6]([C:20]2[CH:28]=[C:27]3[C:23]([CH:24]=[N:25][NH:26]3)=[CH:22][CH:21]=2)=[CH:7]1. The catalyst class is: 5. (2) Reactant: [CH2:1]([O:8][C@@H:9]1[CH2:13][CH2:12][CH2:11][C@@H:10]1[N:14]1C(=O)C2C(=CC=CC=2)C1=O)[C:2]1[CH:7]=[CH:6][CH:5]=[CH:4][CH:3]=1.C(O)(=O)C.O.NN. Product: [CH2:1]([O:8][C@@H:9]1[CH2:13][CH2:12][CH2:11][C@@H:10]1[NH2:14])[C:2]1[CH:7]=[CH:6][CH:5]=[CH:4][CH:3]=1. The catalyst class is: 14. (3) Reactant: [CH2:1]([O:3][C:4]([C:6]1[C:10]([C:11]2[CH:16]=[CH:15][CH:14]=[CH:13][C:12]=2[CH3:17])=[CH:9][S:8][C:7]=1[NH2:18])=[O:5])[CH3:2].[C:19]1(=O)[O:24][C:22](=[O:23])[C:21]2=[CH:25][CH:26]=[CH:27][CH:28]=[C:20]12. Product: [CH2:1]([O:3][C:4]([C:6]1[C:10]([C:11]2[CH:16]=[CH:15][CH:14]=[CH:13][C:12]=2[CH3:17])=[CH:9][S:8][C:7]=1[N:18]1[C:22](=[O:23])[C:21]2[C:20](=[CH:28][CH:27]=[CH:26][CH:25]=2)[C:19]1=[O:24])=[O:5])[CH3:2]. The catalyst class is: 15. (4) Reactant: [Si:1](Cl)([C:4]([CH3:7])([CH3:6])[CH3:5])([CH3:3])[CH3:2].[CH:9]([N:22]1[CH2:25][CH:24]([OH:26])[CH2:23]1)([C:16]1[CH:21]=[CH:20][CH:19]=[CH:18][CH:17]=1)[C:10]1[CH:15]=[CH:14][CH:13]=[CH:12][CH:11]=1.N1C=CN=C1. Product: [CH:9]([N:22]1[CH2:25][CH:24]([O:26][Si:1]([C:4]([CH3:7])([CH3:6])[CH3:5])([CH3:3])[CH3:2])[CH2:23]1)([C:16]1[CH:21]=[CH:20][CH:19]=[CH:18][CH:17]=1)[C:10]1[CH:11]=[CH:12][CH:13]=[CH:14][CH:15]=1. The catalyst class is: 2.